Dataset: Reaction yield outcomes from USPTO patents with 853,638 reactions. Task: Predict the reaction yield, written as a fraction of the theoretical maximum amount of product (1.0 means a 100% yield; for example, 0.34 means a 34% yield). (1) The reactants are [N:1]1[CH:6]=[CH:5][CH:4]=[CH:3][C:2]=1[C:7]1[CH:8]=[C:9]([CH:14]=[CH:15][CH:16]=1)[C:10]([O:12]C)=[O:11].[OH-].[Na+]. The catalyst is CO. The product is [N:1]1[CH:6]=[CH:5][CH:4]=[CH:3][C:2]=1[C:7]1[CH:8]=[C:9]([CH:14]=[CH:15][CH:16]=1)[C:10]([OH:12])=[O:11]. The yield is 0.900. (2) The reactants are [NH2:1][C:2]1[C:11]2[N:12]=[C:13]([CH2:37][CH2:38][O:39][CH3:40])[N:14]([CH2:15][CH2:16][CH2:17][CH2:18][N:19]([CH2:32][CH2:33][N:34]([CH3:36])[CH3:35])S(C3C=CC=CC=3[N+]([O-])=O)(=O)=O)[C:10]=2[C:9]2[CH:8]=[CH:7][CH:6]=[CH:5][C:4]=2[N:3]=1.SCC(O)=O.[OH-].[Li+]. The catalyst is CN(C=O)C. The product is [NH2:1][C:2]1[C:11]2[N:12]=[C:13]([CH2:37][CH2:38][O:39][CH3:40])[N:14]([CH2:15][CH2:16][CH2:17][CH2:18][NH:19][CH2:32][CH2:33][N:34]([CH3:36])[CH3:35])[C:10]=2[C:9]2[CH:8]=[CH:7][CH:6]=[CH:5][C:4]=2[N:3]=1. The yield is 0.530. (3) The reactants are [Cl:1][C:2]1[C:3]([O:21][CH2:22][CH:23]([O:26][CH3:27])[O:24][CH3:25])=[CH:4][CH:5]=[C:6]2[C:11]=1[N:10]=[C:9]([C:12]1[N:13]=[C:14]([CH:17]([CH3:19])[CH3:18])[S:15][CH:16]=1)[CH:8]=[C:7]2O.O=P(Cl)(Cl)[Cl:30].CO.C([O-])(O)=O.[Na+]. The catalyst is N1C=CC=CC=1. The product is [Cl:30][C:7]1[C:6]2[C:11](=[C:2]([Cl:1])[C:3]([O:21][CH2:22][CH:23]([O:26][CH3:27])[O:24][CH3:25])=[CH:4][CH:5]=2)[N:10]=[C:9]([C:12]2[N:13]=[C:14]([CH:17]([CH3:19])[CH3:18])[S:15][CH:16]=2)[CH:8]=1. The yield is 0.490. (4) The reactants are C([Sn](CCCC)(CCCC)[CH2:6][O:7][CH2:8][O:9][CH3:10])CCC.[Li]CCCC.[Br:24][C:25]1[CH:30]=[CH:29][C:28]([NH:31][C:32]2[C:33]([CH:43]=[O:44])=[CH:34][C:35]3[N:39]([CH3:40])[CH:38]=[N:37][C:36]=3[C:41]=2[F:42])=[C:27]([Cl:45])[CH:26]=1. The catalyst is C1COCC1. The product is [Br:24][C:25]1[CH:30]=[CH:29][C:28]([NH:31][C:32]2[C:33]([CH:43]([OH:44])[CH2:6][O:7][CH2:8][O:9][CH3:10])=[CH:34][C:35]3[N:39]([CH3:40])[CH:38]=[N:37][C:36]=3[C:41]=2[F:42])=[C:27]([Cl:45])[CH:26]=1. The yield is 0.640. (5) The reactants are [CH3:1][C:2]([CH3:17])([CH3:16])[C:3]#[C:4][C:5]1[CH:10]=[C:9]([N+:11]([O-:13])=[O:12])[CH:8]=[C:7]([F:14])[C:6]=1[NH2:15].N1C=CC=CC=1.[C:24](Cl)(=[O:28])[CH2:25][CH2:26][CH3:27]. The catalyst is C(Cl)Cl. The product is [CH3:1][C:2]([CH3:17])([CH3:16])[C:3]#[C:4][C:5]1[CH:10]=[C:9]([N+:11]([O-:13])=[O:12])[CH:8]=[C:7]([F:14])[C:6]=1[NH:15][C:24](=[O:28])[CH2:25][CH2:26][CH3:27]. The yield is 0.620.